This data is from Forward reaction prediction with 1.9M reactions from USPTO patents (1976-2016). The task is: Predict the product of the given reaction. (1) The product is: [F:21][C:15]1[CH:16]=[C:17]([F:20])[CH:18]=[CH:19][C:14]=1[CH2:13][N:12]1[C:7]([C:4]2[O:5][CH:6]=[C:2]([C:35]3[CH:36]=[C:37]([CH:39]([CH3:41])[CH3:40])[CH:38]=[C:33]([S:32][CH2:30][CH3:31])[CH:34]=3)[CH:3]=2)=[CH:8][C:9]([C:25]([F:29])([F:28])[CH2:26][CH3:27])=[C:10]([C:23]#[N:24])[C:11]1=[O:22]. Given the reactants Br[C:2]1[CH:3]=[C:4]([C:7]2[N:12]([CH2:13][C:14]3[CH:19]=[CH:18][C:17]([F:20])=[CH:16][C:15]=3[F:21])[C:11](=[O:22])[C:10]([C:23]#[N:24])=[C:9]([C:25]([F:29])([F:28])[CH2:26][CH3:27])[CH:8]=2)[O:5][CH:6]=1.[CH2:30]([S:32][C:33]1[CH:34]=[C:35](B2OC(C)(C)C(C)(C)O2)[CH:36]=[C:37]([CH:39]([CH3:41])[CH3:40])[CH:38]=1)[CH3:31].C([O-])([O-])=O.[K+].[K+], predict the reaction product. (2) Given the reactants [C:1]1([C:7]2O[C:9](=[O:17])[C:10]3[CH:16]=[CH:15][CH:14]=[CH:13][C:11]=3[N:12]=2)[CH:6]=[CH:5][CH:4]=[CH:3][CH:2]=1.[CH2:18]([NH2:26])[CH2:19][C:20]1[CH:25]=[CH:24][CH:23]=[CH:22][CH:21]=1.Cl, predict the reaction product. The product is: [CH2:18]([N:26]1[C:9](=[O:17])[C:10]2[C:11](=[CH:13][CH:14]=[CH:15][CH:16]=2)[N:12]=[C:7]1[C:1]1[CH:2]=[CH:3][CH:4]=[CH:5][CH:6]=1)[CH2:19][C:20]1[CH:25]=[CH:24][CH:23]=[CH:22][CH:21]=1. (3) Given the reactants [O:1]=[C:2]([N:6]1[CH2:11][CH2:10][CH:9]([N:12]2[C:20]3[C:19]([O:21][C:22]4[CH:27]=[CH:26][C:25]([O:28][C:29]5[CH:34]=[CH:33][CH:32]=[CH:31][CH:30]=5)=[CH:24][CH:23]=4)=[N:18][CH:17]=[N:16][C:15]=3[CH:14]=[CH:13]2)[CH2:8][CH2:7]1)[CH2:3][C:4]#[N:5].[CH:35](=O)[CH2:36][CH2:37][CH3:38].N1CCNCC1, predict the reaction product. The product is: [O:28]([C:25]1[CH:26]=[CH:27][C:22]([O:21][C:19]2[C:20]3[N:12]([CH:9]4[CH2:10][CH2:11][N:6]([C:2](/[C:3](=[CH:35]/[CH2:36][CH2:37][CH3:38])/[C:4]#[N:5])=[O:1])[CH2:7][CH2:8]4)[CH:13]=[CH:14][C:15]=3[N:16]=[CH:17][N:18]=2)=[CH:23][CH:24]=1)[C:29]1[CH:34]=[CH:33][CH:32]=[CH:31][CH:30]=1. (4) Given the reactants [N:1]1[CH:6]=[CH:5][C:4]([C:7]2[NH:11][N:10]=[C:9]([CH2:12][CH2:13][NH2:14])[N:8]=2)=[CH:3][CH:2]=1.Cl[C:16]1[CH:21]=[C:20]([C:22]2[CH:27]=[CH:26][CH:25]=[C:24]([CH3:28])[C:23]=2[CH3:29])[N:19]=[C:18]([NH2:30])[N:17]=1, predict the reaction product. The product is: [CH3:29][C:23]1[C:24]([CH3:28])=[CH:25][CH:26]=[CH:27][C:22]=1[C:20]1[N:19]=[C:18]([NH2:30])[N:17]=[C:16]([NH:14][CH2:13][CH2:12][C:9]2[N:8]=[C:7]([C:4]3[CH:3]=[CH:2][N:1]=[CH:6][CH:5]=3)[NH:11][N:10]=2)[CH:21]=1. (5) Given the reactants NC1(C2C=CC(C3C(=O)C4C(=CC=C(F)C=4)OC=3C3C=CC=CC=3)=CC=2)CCC1.C(OC(=O)[NH:36][C:37]1([C:41]2[CH:46]=[CH:45][C:44]([C:47]3[C:56](=[O:57])[C:55]4[C:50](=[C:51]([C:58]5[CH:59]=[N:60][NH:61][CH:62]=5)[CH:52]=[CH:53][CH:54]=4)[O:49][C:48]=3[C:63]3[CH:68]=[CH:67][CH:66]=[CH:65][CH:64]=3)=[CH:43][CH:42]=2)[CH2:40][CH2:39][CH2:38]1)(C)(C)C.C(O)(C(F)(F)F)=O.[ClH:77], predict the reaction product. The product is: [ClH:77].[NH2:36][C:37]1([C:41]2[CH:42]=[CH:43][C:44]([C:47]3[C:56](=[O:57])[C:55]4[C:50](=[C:51]([C:58]5[CH:62]=[N:61][NH:60][CH:59]=5)[CH:52]=[CH:53][CH:54]=4)[O:49][C:48]=3[C:63]3[CH:68]=[CH:67][CH:66]=[CH:65][CH:64]=3)=[CH:45][CH:46]=2)[CH2:40][CH2:39][CH2:38]1. (6) Given the reactants [Cl:1][C:2]1[CH:7]=[CH:6][C:5]([C@H:8]2[N:15]3[C:11]([S:12][C:13]([C:19]([N:21]([CH2:26][CH:27]([CH3:29])[CH3:28])[CH2:22][C:23]([OH:25])=O)=[O:20])=[C:14]3[CH:16]([CH3:18])[CH3:17])=[N:10][C@:9]2([C:31]2[CH:36]=[CH:35][C:34]([Cl:37])=[CH:33][CH:32]=2)[CH3:30])=[CH:4][CH:3]=1.[NH:38]1[CH2:43][CH2:42][O:41][CH2:40][CH2:39]1, predict the reaction product. The product is: [Cl:1][C:2]1[CH:7]=[CH:6][C:5]([C@H:8]2[N:15]3[C:11]([S:12][C:13]([C:19]([N:21]([CH2:26][CH:27]([CH3:29])[CH3:28])[CH2:22][C:23]([N:38]4[CH2:43][CH2:42][O:41][CH2:40][CH2:39]4)=[O:25])=[O:20])=[C:14]3[CH:16]([CH3:18])[CH3:17])=[N:10][C@:9]2([C:31]2[CH:36]=[CH:35][C:34]([Cl:37])=[CH:33][CH:32]=2)[CH3:30])=[CH:4][CH:3]=1.